Dataset: NCI-60 drug combinations with 297,098 pairs across 59 cell lines. Task: Regression. Given two drug SMILES strings and cell line genomic features, predict the synergy score measuring deviation from expected non-interaction effect. (1) Drug 1: CC1=C(C(CCC1)(C)C)C=CC(=CC=CC(=CC(=O)O)C)C. Drug 2: COC1=NC(=NC2=C1N=CN2C3C(C(C(O3)CO)O)O)N. Cell line: HS 578T. Synergy scores: CSS=-0.484, Synergy_ZIP=-1.34, Synergy_Bliss=-2.34, Synergy_Loewe=-9.00, Synergy_HSA=-4.29. (2) Drug 1: CC12CCC3C(C1CCC2=O)CC(=C)C4=CC(=O)C=CC34C. Drug 2: C#CCC(CC1=CN=C2C(=N1)C(=NC(=N2)N)N)C3=CC=C(C=C3)C(=O)NC(CCC(=O)O)C(=O)O. Cell line: PC-3. Synergy scores: CSS=64.6, Synergy_ZIP=-4.06, Synergy_Bliss=-5.68, Synergy_Loewe=-10.4, Synergy_HSA=-2.60. (3) Drug 1: CCN(CC)CCNC(=O)C1=C(NC(=C1C)C=C2C3=C(C=CC(=C3)F)NC2=O)C. Drug 2: C(=O)(N)NO. Cell line: SK-MEL-2. Synergy scores: CSS=7.28, Synergy_ZIP=-2.08, Synergy_Bliss=-6.33, Synergy_Loewe=-44.7, Synergy_HSA=-8.96. (4) Drug 1: CC(C1=C(C=CC(=C1Cl)F)Cl)OC2=C(N=CC(=C2)C3=CN(N=C3)C4CCNCC4)N. Drug 2: CC1CCCC2(C(O2)CC(NC(=O)CC(C(C(=O)C(C1O)C)(C)C)O)C(=CC3=CSC(=N3)C)C)C. Cell line: NCI-H226. Synergy scores: CSS=9.37, Synergy_ZIP=-1.86, Synergy_Bliss=6.79, Synergy_Loewe=3.81, Synergy_HSA=5.66. (5) Drug 1: C1CCC(CC1)NC(=O)N(CCCl)N=O. Drug 2: CC(C)CN1C=NC2=C1C3=CC=CC=C3N=C2N. Cell line: A498. Synergy scores: CSS=13.1, Synergy_ZIP=-1.96, Synergy_Bliss=3.08, Synergy_Loewe=0.750, Synergy_HSA=0.780. (6) Drug 1: CC1=C(C=C(C=C1)C(=O)NC2=CC(=CC(=C2)C(F)(F)F)N3C=C(N=C3)C)NC4=NC=CC(=N4)C5=CN=CC=C5. Drug 2: C(CC(=O)O)C(=O)CN.Cl. Cell line: NCI-H460. Synergy scores: CSS=9.71, Synergy_ZIP=-1.63, Synergy_Bliss=2.58, Synergy_Loewe=-2.96, Synergy_HSA=-2.92.